This data is from Reaction yield outcomes from USPTO patents with 853,638 reactions. The task is: Predict the reaction yield, written as a fraction of the theoretical maximum amount of product (1.0 means a 100% yield; for example, 0.34 means a 34% yield). (1) The reactants are O[C@@H:2]([CH2:18][N:19]1[C:28]2[C:23](=[CH:24][CH:25]=[C:26]([O:29]C)[N:27]=2)[CH2:22][CH2:21][C:20]1=[O:31])[CH2:3][N:4]1[CH2:9][CH2:8][CH:7]([NH:10][C:11](=[O:17])[O:12][C:13]([CH3:16])([CH3:15])[CH3:14])[CH2:6][CH2:5]1.CS(OS(C)(=O)=O)(=O)=O.[I-].[Na+]. The catalyst is C(Cl)(Cl)Cl.C(N(CC)CC)C. The product is [O:29]=[C:26]1[CH:25]=[CH:24][C:23]2[CH2:22][CH2:21][C:20](=[O:31])[N:19]3[CH2:18][CH:2]([CH2:3][N:4]4[CH2:5][CH2:6][CH:7]([NH:10][C:11](=[O:17])[O:12][C:13]([CH3:14])([CH3:16])[CH3:15])[CH2:8][CH2:9]4)[N:27]1[C:28]=23. The yield is 0.570. (2) The reactants are [NH2:1][C:2]1[C:12]([CH3:13])=[CH:11][C:10]([C:14]#[N:15])=[CH:9][C:3]=1[C:4]([O:6]CC)=O.[CH3:16][NH2:17].C[O-].[Na+]. No catalyst specified. The product is [NH2:1][C:2]1[C:12]([CH3:13])=[CH:11][C:10]([C:14]#[N:15])=[CH:9][C:3]=1[C:4]([NH:17][CH3:16])=[O:6]. The yield is 0.959. (3) The reactants are [N+:1]([C:4]1[CH:5]=[C:6]([CH:9]=[CH:10][CH:11]=1)[CH:7]=O)([O-:3])=[O:2].[CH2:12]([O:14][C:15](=[O:36])[CH:16]=P(C1C=CC=CC=1)(C1C=CC=CC=1)C1C=CC=CC=1)[CH3:13]. The catalyst is C(Cl)Cl. The product is [CH2:12]([O:14][C:15](=[O:36])[CH:16]=[CH:7][C:6]1[CH:9]=[CH:10][CH:11]=[C:4]([N+:1]([O-:3])=[O:2])[CH:5]=1)[CH3:13]. The yield is 0.746. (4) The reactants are [F:1][C:2]1[CH:3]=[C:4]([NH:28][C:29]([NH:31][C:32](=[O:40])[CH2:33][C:34]2[CH:39]=[CH:38][CH:37]=[CH:36][CH:35]=2)=[S:30])[CH:5]=[CH:6][C:7]=1[O:8][C:9]1[CH:14]=[CH:13][N:12]=[C:11]2[CH:15]=[C:16]([C:18]3[CH:23]=[CH:22][C:21](S(C)(=O)=O)=[CH:20][CH:19]=3)[S:17][C:10]=12.FC1C=C(N)C=CC=1[O:48]C1C=CN=C2C=C(C3C=CC(S(C)(=O)=O)=CC=3)SC=12.NC1C=CC(OC2C=CN=C3C=C(C4C=CC(O)=CC=4)SC=23)=C(F)C=1. No catalyst specified. The product is [F:1][C:2]1[CH:3]=[C:4]([NH:28][C:29]([NH:31][C:32](=[O:40])[CH2:33][C:34]2[CH:39]=[CH:38][CH:37]=[CH:36][CH:35]=2)=[S:30])[CH:5]=[CH:6][C:7]=1[O:8][C:9]1[CH:14]=[CH:13][N:12]=[C:11]2[CH:15]=[C:16]([C:18]3[CH:23]=[CH:22][C:21]([OH:48])=[CH:20][CH:19]=3)[S:17][C:10]=12. The yield is 0.0300. (5) The reactants are [N:1]1[CH:6]=[CH:5][CH:4]=[CH:3][C:2]=1[NH:7][C:8](=O)[O:9]C1C=CC(Cl)=CC=1.[F:18][C:19]([F:40])([F:39])[C:20]1[CH:21]=[C:22]([C:26]2[CH:27]=[CH:28][C:29]3[N:36]4[CH2:37][C@H:32]([CH2:33][CH2:34][CH2:35]4)[NH:31][C:30]=3[N:38]=2)[CH:23]=[N:24][CH:25]=1.CCOC(C)=O.O. The catalyst is CN(C1C=CN=CC=1)C.CN(C=O)C. The product is [N:1]1[CH:6]=[CH:5][CH:4]=[CH:3][C:2]=1[NH:7][C:8]([N:31]1[C@@H:32]2[CH2:37][N:36]([CH2:35][CH2:34][CH2:33]2)[C:29]2[CH:28]=[CH:27][C:26]([C:22]3[CH:23]=[N:24][CH:25]=[C:20]([C:19]([F:39])([F:18])[F:40])[CH:21]=3)=[N:38][C:30]1=2)=[O:9]. The yield is 0.830. (6) The product is [S:22]([OH:25])([OH:24])(=[O:23])=[O:21].[CH2:1]([NH:4][C:5]1[N:10]=[C:9]([NH:11][CH2:12][CH2:13][CH3:14])[N:8]=[C:7]([N:15]([CH3:20])[O:16][CH:17]([CH3:18])[CH3:19])[N:6]=1)[CH2:2][CH3:3]. The reactants are [CH2:1]([NH:4][C:5]1[N:10]=[C:9]([NH:11][CH2:12][CH2:13][CH3:14])[N:8]=[C:7]([N:15]([CH3:20])[O:16][CH:17]([CH3:19])[CH3:18])[N:6]=1)[CH2:2][CH3:3].[OH:21][S:22]([OH:25])(=[O:24])=[O:23]. The yield is 1.00. The catalyst is O1CCOCC1. (7) The reactants are [C:1]([C:5]1[CH:6]=[C:7]([CH:10]=[CH:11][CH:12]=1)[C:8]#N)(=[O:4])[CH2:2][CH3:3].[OH-:13].[K+].[CH2:15]([OH:17])C. No catalyst specified. The product is [CH3:15][O:17][C:8](=[O:13])[C:7]1[CH:10]=[CH:11][CH:12]=[C:5]([C:1](=[O:4])[CH2:2][CH3:3])[CH:6]=1. The yield is 0.560.